Dataset: Reaction yield outcomes from USPTO patents with 853,638 reactions. Task: Predict the reaction yield, written as a fraction of the theoretical maximum amount of product (1.0 means a 100% yield; for example, 0.34 means a 34% yield). (1) The yield is 0.930. The product is [CH3:30][N:28]([CH3:29])[CH:22]1[CH2:21][CH:20]([CH3:31])[O:19][CH:18]([O:17][CH:11]2[CH2:10][CH2:9][CH2:8][CH2:7][CH2:6][CH:5]([OH:4])[CH2:16][CH2:15][CH2:14][CH2:13][CH2:12]2)[CH:23]1[OH:24]. The catalyst is CO. The reactants are C([O:4][CH:5]1[CH2:16][CH2:15][CH2:14][CH2:13][CH2:12][CH:11]([O:17][C@H:18]2[C@H:23]([O:24]C(=O)C)[C@@H:22]([N:28]([CH3:30])[CH3:29])[CH2:21][C@@H:20]([CH3:31])[O:19]2)[CH2:10][CH2:9][CH2:8][CH2:7][CH2:6]1)(=O)C.C([O-])([O-])=O.[K+].[K+]. (2) The reactants are [CH2:1]([C@@H:8]1[C@@H:16]([O:17][CH2:18][CH2:19][C:20]([CH3:22])=[CH2:21])[C@H:15]([CH3:23])[O:14][C:13](=[O:24])[C@@H:12]([NH:25][C:26](=[O:32])[O:27][C:28]([CH3:31])([CH3:30])[CH3:29])[CH2:11][O:10][CH2:9]1)[C:2]1[CH:7]=[CH:6][CH:5]=[CH:4][CH:3]=1. The catalyst is CCOC(C)=O.[Pd]. The product is [CH2:1]([C@@H:8]1[C@@H:16]([O:17][CH2:18][CH2:19][CH:20]([CH3:22])[CH3:21])[C@H:15]([CH3:23])[O:14][C:13](=[O:24])[C@@H:12]([NH:25][C:26](=[O:32])[O:27][C:28]([CH3:30])([CH3:29])[CH3:31])[CH2:11][O:10][CH2:9]1)[C:2]1[CH:7]=[CH:6][CH:5]=[CH:4][CH:3]=1. The yield is 0.970. (3) The reactants are [NH:1]1[C:9]2[C:4](=[CH:5][CH:6]=[C:7]([CH2:10][NH:11][CH3:12])[CH:8]=2)[CH:3]=[CH:2]1.Cl.Cl.[CH3:15][N:16]1[CH2:22][C:21]2[CH:23]=[C:24](/[CH:27]=[CH:28]/[C:29]([OH:31])=O)[CH:25]=[N:26][C:20]=2[NH:19][C:18](=[O:32])[CH2:17]1.C(N(C(C)C)CC)(C)C.CCN=C=NCCCN(C)C.Cl. The catalyst is CN(C=O)C.O. The product is [NH:1]1[C:9]2[C:4](=[CH:5][CH:6]=[C:7]([CH2:10][N:11]([CH3:12])[C:29](=[O:31])/[CH:28]=[CH:27]/[C:24]3[CH:25]=[N:26][C:20]4[NH:19][C:18](=[O:32])[CH2:17][N:16]([CH3:15])[CH2:22][C:21]=4[CH:23]=3)[CH:8]=2)[CH:3]=[CH:2]1. The yield is 0.370. (4) The reactants are N1[CH2:6][CH2:5][CH2:4][CH2:3][CH2:2]1.C1C2C(COC([NH:24][C@@H:25]([CH2:38][C:39]([O:41][CH2:42][CH:43]=[CH2:44])=[O:40])[C:26]([O:28][C:29](C3C=CC=CC=3)([CH3:31])[CH3:30])=[O:27])=O)C3C(=CC=CC=3)C=2C=CC=1.[C:53](O[C:53]([O:55][C:56]([CH3:59])([CH3:58])[CH3:57])=[O:54])([O:55][C:56]([CH3:59])([CH3:58])[CH3:57])=[O:54].[CH2:60](N(CC)CC)C. The catalyst is C1COCC1.CN(C=O)C. The product is [C:56]([O:55][C:53]([NH:24][C@@H:25]([CH2:38][C:39]([O:41][CH2:42][CH:43]=[CH2:44])=[O:40])[C:26]([O:28][C:29]([C:2]1[CH:3]=[CH:4][CH:5]=[CH:6][CH:60]=1)([CH3:30])[CH3:31])=[O:27])=[O:54])([CH3:57])([CH3:58])[CH3:59]. The yield is 0.910. (5) The reactants are [CH:1]1([CH2:6][CH:7]([C:11]2[CH:16]=[CH:15][CH:14]=[C:13]([C:17]([F:20])([F:19])[F:18])[CH:12]=2)[C:8]([OH:10])=O)[CH2:5][CH2:4][CH2:3][CH2:2]1.C(Cl)(=O)C(Cl)=O.C(N(CC)C(C)C)(C)C.[NH2:36][C:37]1[CH:42]=[CH:41][N:40]=[CH:39][N:38]=1. The catalyst is C(Cl)Cl.CN(C)C=O.O1CCCC1. The product is [CH:1]1([CH2:6][CH:7]([C:11]2[CH:16]=[CH:15][CH:14]=[C:13]([C:17]([F:20])([F:19])[F:18])[CH:12]=2)[C:8]([NH:36][C:37]2[CH:42]=[CH:41][N:40]=[CH:39][N:38]=2)=[O:10])[CH2:2][CH2:3][CH2:4][CH2:5]1. The yield is 0.880. (6) The reactants are C(N(CC)CC)C.[C:8]([O:12][C:13](=[O:30])[CH2:14][O:15][C:16]1[CH:17]=[C:18]2[C:23](=[CH:24][CH:25]=1)[N:22]=[C:21](Cl)[C:20]([C:27]([OH:29])=[O:28])=[CH:19]2)([CH3:11])([CH3:10])[CH3:9].[H][H]. The catalyst is [Pd].CO. The product is [C:8]([O:12][C:13](=[O:30])[CH2:14][O:15][C:16]1[CH:17]=[C:18]2[C:23](=[CH:24][CH:25]=1)[N:22]=[CH:21][C:20]([C:27]([OH:29])=[O:28])=[CH:19]2)([CH3:11])([CH3:9])[CH3:10]. The yield is 0.840. (7) The product is [F:1][C:2]1[CH:3]=[C:4]([N:8]2[C@:12]3([CH2:17][CH2:16][N:15]([CH2:28][C:27]4[CH:30]=[CH:31][CH:32]=[C:25]([O:24][CH:21]([CH3:23])[CH3:22])[CH:26]=4)[C@@H:14]([CH3:18])[CH2:13]3)[CH2:11][NH:10][S:9]2(=[O:20])=[O:19])[CH:5]=[CH:6][CH:7]=1. The yield is 0.110. The reactants are [F:1][C:2]1[CH:3]=[C:4]([N:8]2[C:12]3([CH2:17][CH2:16][NH:15][C@@H:14]([CH3:18])[CH2:13]3)[CH2:11][NH:10][S:9]2(=[O:20])=[O:19])[CH:5]=[CH:6][CH:7]=1.[CH:21]([O:24][C:25]1[CH:26]=[C:27]([CH:30]=[CH:31][CH:32]=1)[CH:28]=O)([CH3:23])[CH3:22].C(O)(=O)C.C(O[BH-](OC(=O)C)OC(=O)C)(=O)C.[Na+]. The catalyst is ClC(Cl)C.